Task: Predict the reactants needed to synthesize the given product.. Dataset: Full USPTO retrosynthesis dataset with 1.9M reactions from patents (1976-2016) Given the product [NH2:1][C:2]1[C:3]([O:13][CH2:14][CH3:15])=[CH:4][C:5]([CH:11]=[O:12])=[CH:6][C:7]=1[O:8][CH2:9][CH3:10], predict the reactants needed to synthesize it. The reactants are: [NH2:1][C:2]1[C:7]([O:8][CH2:9][CH3:10])=[CH:6][C:5]([CH2:11][OH:12])=[CH:4][C:3]=1[O:13][CH2:14][CH3:15].